Task: Predict the product of the given reaction.. Dataset: Forward reaction prediction with 1.9M reactions from USPTO patents (1976-2016) (1) The product is: [OH:1][C:2]([CH3:23])([CH3:22])[CH2:3][O:4][C:5]1[CH:10]=[CH:9][C:8]([N:11]2[CH:16]=[CH:15][C:14]([CH2:17][O:18][C:25]3[CH:30]=[CH:29][CH:28]=[CH:27][N:26]=3)=[CH:13][C:12]2=[O:19])=[CH:7][C:6]=1[O:20][CH3:21]. Given the reactants [OH:1][C:2]([CH3:23])([CH3:22])[CH2:3][O:4][C:5]1[CH:10]=[CH:9][C:8]([N:11]2[CH:16]=[CH:15][C:14]([CH2:17][OH:18])=[CH:13][C:12]2=[O:19])=[CH:7][C:6]=1[O:20][CH3:21].Cl[C:25]1[CH:30]=[CH:29][CH:28]=[CH:27][N:26]=1.C(P(C(C)(C)C)C1C=CC2C(=CC=CC=2)C=1C1C2C(=CC=CC=2)C=CC=1)(C)(C)C.C([O-])([O-])=O.[Cs+].[Cs+], predict the reaction product. (2) The product is: [F:13][C:14]1[CH:15]=[C:16]([N:20]2[C@@:24]3([CH2:29][CH2:28][N:27]([CH2:2][C:3]4[CH:8]=[CH:7][CH:6]=[C:5]([O:9][CH:10]([CH3:12])[CH3:11])[CH:4]=4)[C@@H:26]([CH3:30])[CH2:25]3)[CH2:23][NH:22][S:21]2(=[O:32])=[O:31])[CH:17]=[CH:18][CH:19]=1. Given the reactants Br[CH2:2][C:3]1[CH:8]=[CH:7][CH:6]=[C:5]([O:9][CH:10]([CH3:12])[CH3:11])[CH:4]=1.[F:13][C:14]1[CH:15]=[C:16]([N:20]2[C@@:24]3([CH2:29][CH2:28][NH:27][C@@H:26]([CH3:30])[CH2:25]3)[CH2:23][NH:22][S:21]2(=[O:32])=[O:31])[CH:17]=[CH:18][CH:19]=1.C(=O)([O-])[O-].[Cs+].[Cs+], predict the reaction product. (3) Given the reactants [Br:1][C:2]1[CH:7]=[CH:6][C:5]([CH:8](Cl)[N:9]=[C:10]=[O:11])=[CH:4][CH:3]=1.[F:13][C:14]([F:30])([F:29])[C:15]1[CH:16]=[C:17]([NH:21][C:22]2[CH2:27][CH2:26][CH2:25][C:24](=[O:28])[CH:23]=2)[CH:18]=[CH:19][CH:20]=1, predict the reaction product. The product is: [Br:1][C:2]1[CH:7]=[CH:6][C:5]([CH:8]2[C:23]3[C:24](=[O:28])[CH2:25][CH2:26][CH2:27][C:22]=3[N:21]([C:17]3[CH:18]=[CH:19][CH:20]=[C:15]([C:14]([F:13])([F:29])[F:30])[CH:16]=3)[C:10](=[O:11])[NH:9]2)=[CH:4][CH:3]=1. (4) Given the reactants [Cl:1][C:2]1[N:3]=[CH:4][CH:5]=[C:6]2[C:10]([CH3:11])=[C:9]([CH3:12])[NH:8][C:7]=12.[CH3:13][C:14]1[CH:21]=[CH:20][C:17]([CH2:18]Cl)=[CH:16][CH:15]=1, predict the reaction product. The product is: [Cl:1][C:2]1[N:3]=[CH:4][CH:5]=[C:6]2[C:10]([CH3:11])=[C:9]([CH3:12])[N:8]([CH2:13][C:14]3[CH:21]=[CH:20][C:17]([CH3:18])=[CH:16][CH:15]=3)[C:7]=12. (5) Given the reactants [Br:1][C:2]1[CH:10]=[CH:9][C:5]([C:6]([OH:8])=[O:7])=[C:4]([CH3:11])[CH:3]=1.OS(O)(=O)=O.[CH3:17][CH2:18]O, predict the reaction product. The product is: [Br:1][C:2]1[CH:10]=[CH:9][C:5]([C:6]([O:8][CH2:17][CH3:18])=[O:7])=[C:4]([CH3:11])[CH:3]=1. (6) Given the reactants [C:1]1([S:7](Cl)(=[O:9])=[O:8])[CH:6]=[CH:5][CH:4]=[CH:3][CH:2]=1.[NH:11]1[CH2:16][CH2:15][CH:14]([N:17]2[CH:21]=[C:20]([O:22][C:23]3[N:24]=[C:25]([OH:33])[C:26]4[CH:32]=[CH:31][N:30]=[CH:29][C:27]=4[N:28]=3)[CH:19]=[N:18]2)[CH2:13][CH2:12]1, predict the reaction product. The product is: [C:1]1([S:7]([N:11]2[CH2:12][CH2:13][CH:14]([N:17]3[CH:21]=[C:20]([O:22][C:23]4[N:24]=[C:25]([OH:33])[C:26]5[CH:32]=[CH:31][N:30]=[CH:29][C:27]=5[N:28]=4)[CH:19]=[N:18]3)[CH2:15][CH2:16]2)(=[O:9])=[O:8])[CH:6]=[CH:5][CH:4]=[CH:3][CH:2]=1. (7) Given the reactants [Cl:1][C:2]1[CH:7]=[CH:6][C:5]([C:8]2[O:16][C:15]3[CH:14]=[CH:13][NH:12][C:11](=[O:17])[C:10]=3[CH:9]=2)=[CH:4][CH:3]=1.Br[C:19]1[CH:31]=[CH:30][C:22]([O:23][CH2:24][C:25]2([C:28]#[N:29])[CH2:27][CH2:26]2)=[C:21]([Cl:32])[CH:20]=1.CNCCNC.C(=O)([O-])[O-].[K+].[K+], predict the reaction product. The product is: [Cl:32][C:21]1[CH:20]=[C:19]([N:12]2[CH:13]=[CH:14][C:15]3[O:16][C:8]([C:5]4[CH:4]=[CH:3][C:2]([Cl:1])=[CH:7][CH:6]=4)=[CH:9][C:10]=3[C:11]2=[O:17])[CH:31]=[CH:30][C:22]=1[O:23][CH2:24][C:25]1([C:28]#[N:29])[CH2:26][CH2:27]1. (8) The product is: [OH:19][C:15]1[CH:16]=[C:17]2[C:12](=[CH:13][CH:14]=1)[O:11][C:10](=[O:20])[CH:9]=[CH:18]2. Given the reactants P(N)(=O)([O-])[O-].N([C:9]1[C:10](=[O:20])[O:11][C:12]2[C:17]([CH:18]=1)=[CH:16][C:15]([OH:19])=[CH:14][CH:13]=2)=[N+]=[N-].O=C1O[C@H]([C@H](CO)O)C([O-])=C1O.[Na+].O, predict the reaction product. (9) Given the reactants [C:1]1([P:7]([C:20]2[CH:25]=[CH:24][CH:23]=[CH:22][CH:21]=2)([C:9]2[CH:10]=[CH:11][CH:12]=[C:13]3[C:18]=2[NH:17][CH:16]([CH3:19])[CH:15]=[CH:14]3)=[O:8])[CH:6]=[CH:5][CH:4]=[CH:3][CH:2]=1, predict the reaction product. The product is: [C:20]1([P:7]([C:1]2[CH:2]=[CH:3][CH:4]=[CH:5][CH:6]=2)([C:9]2[CH:10]=[CH:11][CH:12]=[C:13]3[C:18]=2[NH:17][CH:16]([CH3:19])[CH2:15][CH2:14]3)=[O:8])[CH:21]=[CH:22][CH:23]=[CH:24][CH:25]=1.